This data is from Full USPTO retrosynthesis dataset with 1.9M reactions from patents (1976-2016). The task is: Predict the reactants needed to synthesize the given product. Given the product [CH3:24][NH:25][C:21]([C:18]1[CH:17]=[CH:16][C:15]([O:14][CH2:13][C:3]2[C:4]([C:7]3[CH:12]=[CH:11][CH:10]=[CH:9][N:8]=3)=[N:5][O:6][C:2]=2[CH3:1])=[CH:20][N:19]=1)=[O:23], predict the reactants needed to synthesize it. The reactants are: [CH3:1][C:2]1[O:6][N:5]=[C:4]([C:7]2[CH:12]=[CH:11][CH:10]=[CH:9][N:8]=2)[C:3]=1[CH2:13][O:14][C:15]1[CH:16]=[CH:17][C:18]([C:21]([OH:23])=O)=[N:19][CH:20]=1.[CH3:24][NH2:25].